This data is from Reaction yield outcomes from USPTO patents with 853,638 reactions. The task is: Predict the reaction yield, written as a fraction of the theoretical maximum amount of product (1.0 means a 100% yield; for example, 0.34 means a 34% yield). (1) The reactants are C([N:8]1[C:12]([NH:13][CH:14]2[CH2:23][CH2:22][C:17]3([O:21][CH2:20][CH2:19][O:18]3)[CH2:16][CH2:15]2)=[CH:11][CH:10]=[N:9]1)C1C=CC=CC=1.C(O)(=O)C.C([O-])=O.[NH4+].C(OCC)(=O)C. The catalyst is C(O)C.[OH-].[Pd+2].[OH-]. The product is [O:18]1[C:17]2([CH2:16][CH2:15][CH:14]([NH:13][C:12]3[NH:8][N:9]=[CH:10][CH:11]=3)[CH2:23][CH2:22]2)[O:21][CH2:20][CH2:19]1. The yield is 0.820. (2) The reactants are [CH3:1][C:2]([CH3:17])([CH3:16])[C:3]#[C:4][C:5]1[CH:10]=[C:9]([N+:11]([O-:13])=[O:12])[CH:8]=[C:7]([F:14])[C:6]=1[NH2:15].N1C=CC=CC=1.[C:24](Cl)(=[O:28])[CH2:25][CH2:26][CH3:27]. The catalyst is C(Cl)Cl. The product is [CH3:1][C:2]([CH3:17])([CH3:16])[C:3]#[C:4][C:5]1[CH:10]=[C:9]([N+:11]([O-:13])=[O:12])[CH:8]=[C:7]([F:14])[C:6]=1[NH:15][C:24](=[O:28])[CH2:25][CH2:26][CH3:27]. The yield is 0.620. (3) The reactants are [N:1]1[C:9]2[CH:8]=[CH:7][N:6]=[CH:5][C:4]=2[S:3][C:2]=1[C:10]1[CH:11]=[C:12]([CH:17]=[C:18]([NH:20][C:21](=[O:34])[C:22]2[CH:27]=[C:26]([O:28][CH3:29])[C:25]([O:30][CH3:31])=[C:24]([O:32][CH3:33])[CH:23]=2)[CH:19]=1)[C:13]([O:15]C)=[O:14].O.[OH-].[Na+].Cl. The catalyst is C1COCC1. The product is [N:1]1[C:9]2[CH:8]=[CH:7][N:6]=[CH:5][C:4]=2[S:3][C:2]=1[C:10]1[CH:11]=[C:12]([CH:17]=[C:18]([NH:20][C:21](=[O:34])[C:22]2[CH:23]=[C:24]([O:32][CH3:33])[C:25]([O:30][CH3:31])=[C:26]([O:28][CH3:29])[CH:27]=2)[CH:19]=1)[C:13]([OH:15])=[O:14]. The yield is 0.780. (4) The reactants are [CH2:1]([O:3][C:4]([C:6]1[CH2:11][C@H:10]([NH:12][C:13]([O:15][C:16]([CH3:19])([CH3:18])[CH3:17])=[O:14])[C@@H:9]([N:20]=[N+]=[N-])[C@H:8]([O:23][CH:24]([CH2:27][CH3:28])[CH2:25][CH3:26])[CH:7]=1)=[O:5])[CH3:2].O.C(N(CC)CC)C.[C:37](OC(=O)C)(=[O:39])[CH3:38].C(P(CCCC)CCCC)CCC. The catalyst is O1CCCC1.C(OCC)(=O)C. The product is [CH2:1]([O:3][C:4]([C:6]1[CH2:11][C@H:10]([NH:12][C:13]([O:15][C:16]([CH3:19])([CH3:18])[CH3:17])=[O:14])[C@@H:9]([NH:20][C:37](=[O:39])[CH3:38])[C@H:8]([O:23][CH:24]([CH2:27][CH3:28])[CH2:25][CH3:26])[CH:7]=1)=[O:5])[CH3:2]. The yield is 0.840.